This data is from Catalyst prediction with 721,799 reactions and 888 catalyst types from USPTO. The task is: Predict which catalyst facilitates the given reaction. (1) Reactant: [Br:1][C:2]1[C:3]([C:12]2[O:13][CH:14]=[CH:15][CH:16]=2)=[N:4][C:5]([NH2:11])=[N:6][C:7]=1[S:8]([CH3:10])=O.C(S)[CH2:18][C:19]1[CH:24]=[CH:23][CH:22]=[CH:21][CH:20]=1.C1CCN2C(=NCCC2)CC1. Product: [Br:1][C:2]1[C:3]([C:12]2[O:13][CH:14]=[CH:15][CH:16]=2)=[N:4][C:5]([NH2:11])=[N:6][C:7]=1[S:8][CH2:10][CH2:18][C:19]1[CH:24]=[CH:23][CH:22]=[CH:21][CH:20]=1. The catalyst class is: 1. (2) Reactant: [CH3:1][O:2][C:3]1[CH:4]=[CH:5][C:6]2[CH2:12][C:11](=[O:13])[CH2:10][CH2:9][CH2:8][C:7]=2[CH:14]=1.C[C:16]([O-])([CH3:18])C.[K+].[CH2:21](I)[CH3:22]. Product: [CH2:21]([C:12]1([CH2:16][CH3:18])[C:6]2[CH:5]=[CH:4][C:3]([O:2][CH3:1])=[CH:14][C:7]=2[CH2:8][CH2:9][CH2:10][C:11]1=[O:13])[CH3:22]. The catalyst class is: 218. (3) Reactant: [NH2:1][C:2]1[N:3]=[C:4]([Cl:19])[C:5]2[CH2:10][C:9](=[O:11])[N:8]([CH2:12][C:13]3[CH:18]=[CH:17][CH:16]=[CH:15][N:14]=3)[C:6]=2[N:7]=1.[CH:20]([C:22]1[NH:26][CH:25]=[C:24]([C:27]([OH:29])=[O:28])[CH:23]=1)=O.N1CCCCC1. Product: [NH2:1][C:2]1[N:3]=[C:4]([Cl:19])[C:5]2=[C:6]([N:8]([CH2:12][C:13]3[CH:18]=[CH:17][CH:16]=[CH:15][N:14]=3)[C:9](=[O:11])/[C:10]/2=[CH:20]\[C:22]2[NH:26][CH:25]=[C:24]([C:27]([OH:29])=[O:28])[CH:23]=2)[N:7]=1. The catalyst class is: 14. (4) Reactant: [CH2:1]([Mg]Cl)[CH2:2][CH3:3].[CH:6]([C:8]1[C:16]2[O:15][CH2:14][CH:13]([C:17]3[CH:22]=[CH:21][C:20]([CH:23]([CH3:25])[CH3:24])=[CH:19][CH:18]=3)[C:12]=2[C:11]([CH3:26])=[C:10]([NH:27][C:28](=[O:34])[CH2:29][C:30]([CH3:33])([CH3:32])[CH3:31])[C:9]=1[CH3:35])=[O:7]. Product: [OH:7][CH:6]([C:8]1[C:16]2[O:15][CH2:14][CH:13]([C:17]3[CH:22]=[CH:21][C:20]([CH:23]([CH3:25])[CH3:24])=[CH:19][CH:18]=3)[C:12]=2[C:11]([CH3:26])=[C:10]([NH:27][C:28](=[O:34])[CH2:29][C:30]([CH3:33])([CH3:32])[CH3:31])[C:9]=1[CH3:35])[CH2:1][CH2:2][CH3:3]. The catalyst class is: 6. (5) Reactant: [H-].[Na+].[C:3]([O:7][C:8]([N:10]1[CH2:23][CH2:22][C:13]2[NH:14][C:15]3[CH:16]=[CH:17][C:18]([F:21])=[CH:19][C:20]=3[C:12]=2[CH2:11]1)=[O:9])([CH3:6])([CH3:5])[CH3:4].I[CH3:25]. Product: [C:3]([O:7][C:8]([N:10]1[CH2:23][CH2:22][C:13]2[N:14]([CH3:25])[C:15]3[CH:16]=[CH:17][C:18]([F:21])=[CH:19][C:20]=3[C:12]=2[CH2:11]1)=[O:9])([CH3:6])([CH3:4])[CH3:5]. The catalyst class is: 1. (6) The catalyst class is: 14. Product: [F:15][C:9]1[C:8]([OH:7])=[N:1][C:2]([OH:3])=[N:4][C:10]=1[OH:11]. Reactant: [NH2:1][C:2]([NH2:4])=[O:3].C([O:7][C:8](=O)[CH:9]([F:15])[C:10](OCC)=[O:11])C.CC[O-].[Na+].